The task is: Predict the reaction yield, written as a fraction of the theoretical maximum amount of product (1.0 means a 100% yield; for example, 0.34 means a 34% yield).. This data is from Reaction yield outcomes from USPTO patents with 853,638 reactions. (1) The reactants are [O:1]=[C:2]1[NH:11][C:10]2[N:9]=[C:8]([O:12][CH2:13][CH2:14][CH2:15][CH:16]=O)[CH:7]=[CH:6][C:5]=2[CH:4]=[CH:3]1.Cl.[C:19]1([N:29]2[CH2:34][CH2:33][NH:32][CH2:31][CH2:30]2)[C:28]2[C:23](=[CH:24][CH:25]=[CH:26][CH:27]=2)[CH:22]=[CH:21][CH:20]=1.CCN(CC)CC.[BH-](OC(C)=O)(OC(C)=O)OC(C)=O.[Na+]. The catalyst is ClCCCl. The product is [C:19]1([N:29]2[CH2:34][CH2:33][N:32]([CH2:16][CH2:15][CH2:14][CH2:13][O:12][C:8]3[N:9]=[C:10]4[C:5]([CH:4]=[CH:3][C:2](=[O:1])[NH:11]4)=[CH:6][CH:7]=3)[CH2:31][CH2:30]2)[C:28]2[C:23](=[CH:24][CH:25]=[CH:26][CH:27]=2)[CH:22]=[CH:21][CH:20]=1. The yield is 0.800. (2) The reactants are [CH2:1]([O:8][C:9](=[O:40])[N:10]([CH2:20][C:21]1[CH:26]=[CH:25][CH:24]=[C:23]([C:27]2[C:31]([C:32]3[CH2:37][CH2:36][CH2:35][CH2:34][CH:33]=3)=[C:30]([NH2:38])[N:29]([CH3:39])[N:28]=2)[CH:22]=1)[CH2:11][C:12]1[CH:17]=[CH:16][C:15]([O:18][CH3:19])=[CH:14][CH:13]=1)[C:2]1[CH:7]=[CH:6][CH:5]=[CH:4][CH:3]=1.C(N=[C:44]=[O:45])C. The catalyst is N1C=CC=CC=1. The product is [CH3:19][O:18][C:15]1[CH:14]=[CH:13][C:12]([CH2:11][N:10]([CH2:20][C:21]2[CH:26]=[CH:25][CH:24]=[C:23]([C:27]3[C:31]4[C:32]5[CH2:37][CH2:36][CH2:35][CH2:34][C:33]=5[C:44](=[O:45])[NH:38][C:30]=4[N:29]([CH3:39])[N:28]=3)[CH:22]=2)[C:9](=[O:40])[O:8][CH2:1][C:2]2[CH:3]=[CH:4][CH:5]=[CH:6][CH:7]=2)=[CH:17][CH:16]=1. The yield is 0.850. (3) The yield is 0.900. No catalyst specified. The product is [C:1]([C:3]1[CH:8]=[CH:7][C:6]([CH:9]2[CH2:14][CH2:13][N:12]([C:15]([C:17]3[CH:18]=[CH:19][C:20]([CH3:26])=[C:21]([CH:25]=3)[C:22]([O:24][CH3:32])=[O:23])=[O:16])[CH2:11][CH2:10]2)=[CH:5][CH:4]=1)#[N:2]. The reactants are [C:1]([C:3]1[CH:8]=[CH:7][C:6]([CH:9]2[CH2:14][CH2:13][N:12]([C:15]([C:17]3[CH:18]=[CH:19][C:20]([CH3:26])=[C:21]([CH:25]=3)[C:22]([OH:24])=[O:23])=[O:16])[CH2:11][CH2:10]2)=[CH:5][CH:4]=1)#[N:2].S(=O)(=O)(O)O.[CH3:32]O. (4) The reactants are [Cl:1][C:2]1[C:7]([N:8]2[CH2:13][CH2:12][N:11]([CH3:14])[CH2:10][CH2:9]2)=[CH:6][N:5]=[N:4][C:3]=1NN.[OH-].[Na+]. The catalyst is O.O.O.O.O.O.S([O-])([O-])(=O)=O.[Cu+2]. The product is [Cl:1][C:2]1[C:7]([N:8]2[CH2:13][CH2:12][N:11]([CH3:14])[CH2:10][CH2:9]2)=[CH:6][N:5]=[N:4][CH:3]=1. The yield is 0.790. (5) The reactants are Br[C:2]1[CH:3]=[C:4]([N:8]2[CH2:13][CH2:12][N:11]([C:14]([O:16][C:17]([CH3:20])([CH3:19])[CH3:18])=[O:15])[CH2:10][CH2:9]2)[CH:5]=[CH:6][CH:7]=1.[CH3:21][N:22](C=O)C. The catalyst is C(OCC)(=O)C.[C-]#N.[Zn+2].[C-]#N.C1C=CC([P]([Pd]([P](C2C=CC=CC=2)(C2C=CC=CC=2)C2C=CC=CC=2)([P](C2C=CC=CC=2)(C2C=CC=CC=2)C2C=CC=CC=2)[P](C2C=CC=CC=2)(C2C=CC=CC=2)C2C=CC=CC=2)(C2C=CC=CC=2)C2C=CC=CC=2)=CC=1. The product is [C:21]([C:2]1[CH:3]=[C:4]([N:8]2[CH2:13][CH2:12][N:11]([C:14]([O:16][C:17]([CH3:20])([CH3:19])[CH3:18])=[O:15])[CH2:10][CH2:9]2)[CH:5]=[CH:6][CH:7]=1)#[N:22]. The yield is 0.800.